Dataset: Forward reaction prediction with 1.9M reactions from USPTO patents (1976-2016). Task: Predict the product of the given reaction. (1) Given the reactants [N:1]1([C:7]2[CH:12]=[CH:11][C:10]([NH:13][C:14]3[N:19]=[C:18]([C:20]4[CH:25]=[CH:24][C:23]([NH:26][C:27]([CH:29]5[CH2:33][CH2:32][CH2:31][N:30]5C([O-])=O)=[O:28])=[CH:22][CH:21]=4)[CH:17]=[CH:16][N:15]=3)=[CH:9][CH:8]=2)[CH2:6][CH2:5][O:4][CH2:3][CH2:2]1.Cl.O1CCOC[CH2:39]1, predict the reaction product. The product is: [CH3:39][C@@:29]1([C:27]([NH:26][C:23]2[CH:22]=[CH:21][C:20]([C:18]3[CH:17]=[CH:16][N:15]=[C:14]([NH:13][C:10]4[CH:9]=[CH:8][C:7]([N:1]5[CH2:6][CH2:5][O:4][CH2:3][CH2:2]5)=[CH:12][CH:11]=4)[N:19]=3)=[CH:25][CH:24]=2)=[O:28])[CH2:33][CH2:32][CH2:31][NH:30]1. (2) Given the reactants Cl[CH2:2][C:3]([N:5]1[CH2:10][CH2:9][N:8]([S:11]([C:14]2[CH:23]=[CH:22][C:21]3[C:16](=[CH:17][CH:18]=[CH:19][CH:20]=3)[CH:15]=2)(=[O:13])=[O:12])[CH2:7][CH2:6]1)=[O:4].[C:24]1([CH3:35])[CH:29]=[CH:28][C:27]([O:30]CC(O)=O)=[CH:26][CH:25]=1.CCN(C(C)C)C(C)C.CN(C(ON1N=NC2C=CC=NC1=2)=[N+](C)C)C.F[P-](F)(F)(F)(F)F, predict the reaction product. The product is: [CH:15]1[C:16]2[C:21](=[CH:20][CH:19]=[CH:18][CH:17]=2)[CH:22]=[CH:23][C:14]=1[S:11]([N:8]1[CH2:9][CH2:10][N:5]([C:3](=[O:4])[CH2:2][O:30][C:27]2[CH:28]=[CH:29][C:24]([CH3:35])=[CH:25][CH:26]=2)[CH2:6][CH2:7]1)(=[O:13])=[O:12]. (3) Given the reactants [CH3:1][C:2]([SH:5])([CH3:4])[CH3:3].Cl[C:7]([S:9]Cl)=[O:8].C(=O)(O)[O-].[Na+].[C:16]([S:20][S:21][CH2:22][C@H:23]([NH:27][CH3:28])[C:24]([OH:26])=[O:25])([CH3:19])([CH3:18])[CH3:17].Cl.[CH2:30]([N:32](C(C)C)C(C)C)[CH3:31].[Cl-].[NH4+], predict the reaction product. The product is: [C:2]([S:5][S:9][C:7]([N:27]([CH3:28])[C@@H:23]([CH2:22][S:21][S:20][C:16]([CH3:19])([CH3:18])[CH3:17])[C:24]([O:26][CH2:31][C:30]#[N:32])=[O:25])=[O:8])([CH3:4])([CH3:3])[CH3:1]. (4) Given the reactants [N-:1]=[C:2]=[O:3].[N-]=C=O.C1(C)C=CC=CC=1.[C:14]([O:18]CCO)(=[O:17])[CH:15]=[CH2:16], predict the reaction product. The product is: [C:14]([OH:18])(=[O:17])[CH:15]=[CH2:16].[NH2:1][C:2]([O:17][CH2:14][CH3:15])=[O:3]. (5) Given the reactants [CH2:1]([C:3]1[C:23]([N+:24]([O-])=O)=[C:6]2[C:7]([O:21][CH3:22])=[CH:8][CH:9]=[C:10]([C:11]3[C:16]([CH3:17])=[CH:15][C:14]([CH3:18])=[CH:13][C:12]=3[O:19][CH3:20])[N:5]2[N:4]=1)[CH3:2].C(O)(=O)C, predict the reaction product. The product is: [CH2:1]([C:3]1[C:23]([NH2:24])=[C:6]2[C:7]([O:21][CH3:22])=[CH:8][CH:9]=[C:10]([C:11]3[C:16]([CH3:17])=[CH:15][C:14]([CH3:18])=[CH:13][C:12]=3[O:19][CH3:20])[N:5]2[N:4]=1)[CH3:2]. (6) The product is: [F:40][C:39]1[C:10]([S:7]([NH:6][C:41]2[S:45][N:44]=[CH:43][N:42]=2)(=[O:8])=[O:9])=[CH:11][C:12]2[O:16][C:15](=[O:17])[N:14]([C@@H:18]([C:20]3[CH:25]=[CH:24][CH:23]=[CH:22][C:21]=3[C:26]3([OH:37])[CH2:27][NH:28][CH2:29]3)[CH3:19])[C:13]=2[CH:38]=1. Given the reactants COC1C=C(OC)C=CC=1C[N:6]([C:41]1[S:45][N:44]=[CH:43][N:42]=1)[S:7]([C:10]1[C:39]([F:40])=[CH:38][C:13]2[N:14]([C@@H:18]([C:20]3[CH:25]=[CH:24][CH:23]=[CH:22][C:21]=3[C:26]3([OH:37])[CH2:29][N:28](C(OC(C)(C)C)=O)[CH2:27]3)[CH3:19])[C:15](=[O:17])[O:16][C:12]=2[CH:11]=1)(=[O:9])=[O:8].C(Cl)Cl.C(O)(C(F)(F)F)=O, predict the reaction product. (7) Given the reactants Br[C:2]1[C:3]2[N:4]([C:15](=[O:30])[N:16]([CH2:18][C:19]3[C:20](C)=[N:21][C:22]([C:25]([F:28])([F:27])[F:26])=[CH:23][CH:24]=3)[N:17]=2)[CH:5]=[CH:6][C:7]=1[C:8]1[CH:13]=[CH:12][C:11]([Cl:14])=[CH:10][CH:9]=1.[CH3:31][O:32][C:33]1[CH:38]=[CH:37][C:36](B(O)O)=[CH:35][CH:34]=1.C(Cl)Cl.[O-]P([O-])([O-])=O.[K+].[K+].[K+], predict the reaction product. The product is: [Cl:14][C:11]1[CH:12]=[CH:13][C:8]([C:7]2[CH:6]=[CH:5][N:4]3[C:15](=[O:30])[N:16]([CH2:18][C:19]4[CH:20]=[N:21][C:22]([C:25]([F:26])([F:27])[F:28])=[CH:23][CH:24]=4)[N:17]=[C:3]3[C:2]=2[C:36]2[CH:37]=[CH:38][C:33]([O:32][CH3:31])=[CH:34][CH:35]=2)=[CH:9][CH:10]=1. (8) Given the reactants [NH2:1][CH2:2][CH2:3][CH2:4][C:5]1([C:22]2[CH:27]=[CH:26][CH:25]=[CH:24][CH:23]=2)[N:9]([C:10](=[O:14])[CH:11]([CH3:13])[CH3:12])[N:8]=[C:7]([C:15]2[CH:20]=[CH:19][CH:18]=[C:17]([F:21])[CH:16]=2)[S:6]1.[CH3:28][C:29]([CH3:31])=O.C(O[BH-](OC(=O)C)OC(=O)C)(=O)C.[Na+], predict the reaction product. The product is: [F:21][C:17]1[CH:16]=[C:15]([C:7]2[S:6][C:5]([CH2:4][CH2:3][CH2:2][NH:1][CH:29]([CH3:31])[CH3:28])([C:22]3[CH:27]=[CH:26][CH:25]=[CH:24][CH:23]=3)[N:9]([C:10](=[O:14])[CH:11]([CH3:13])[CH3:12])[N:8]=2)[CH:20]=[CH:19][CH:18]=1. (9) Given the reactants [Cl:1][C:2]1[C:3]([NH:23][C:24]2[CH:28]=[C:27]([CH3:29])[NH:26][N:25]=2)=[N:4][C:5]([NH:8][C:9]2[CH:14]=[C:13]([CH3:15])[C:12]([CH:16]3[CH2:21][CH2:20][NH:19][CH2:18][CH2:17]3)=[CH:11][C:10]=2[F:22])=[N:6][CH:7]=1.C(O[C:35]([N:37](C)[C:38]1([C:42](O)=[O:43])[CH2:41][CH2:40][CH2:39]1)=O)(C)(C)C.CN(C(ON1N=NC2C=CC=NC1=2)=[N+](C)C)C.F[P-](F)(F)(F)(F)F.C(N(C(C)C)CC)(C)C, predict the reaction product. The product is: [Cl:1][C:2]1[C:3]([NH:23][C:24]2[CH:28]=[C:27]([CH3:29])[NH:26][N:25]=2)=[N:4][C:5]([NH:8][C:9]2[C:10]([F:22])=[CH:11][C:12]([CH:16]3[CH2:17][CH2:18][N:19]([C:42]([C:38]4([NH:37][CH3:35])[CH2:41][CH2:40][CH2:39]4)=[O:43])[CH2:20][CH2:21]3)=[C:13]([CH3:15])[CH:14]=2)=[N:6][CH:7]=1. (10) The product is: [Cl:1][C:2]1[C:3]([I:12])=[C:4]([CH:8]=[C:9]([Cl:11])[CH:10]=1)[C:5]([Cl:15])=[O:6]. Given the reactants [Cl:1][C:2]1[C:3]([I:12])=[C:4]([CH:8]=[C:9]([Cl:11])[CH:10]=1)[C:5](O)=[O:6].O=S(Cl)[Cl:15], predict the reaction product.